From a dataset of Catalyst prediction with 721,799 reactions and 888 catalyst types from USPTO. Predict which catalyst facilitates the given reaction. (1) Reactant: [Br:1][C:2]1[CH:3]=[C:4]([N:10]=[C:11]([CH3:13])[CH3:12])[C:5]([CH2:8][CH3:9])=[N:6][CH:7]=1.CC(O)=O.C(O[BH-](OC(=O)C)OC(=O)C)(=O)C.[Na+]. Product: [Br:1][C:2]1[CH:3]=[C:4]([NH:10][CH:11]([CH3:12])[CH3:13])[C:5]([CH2:8][CH3:9])=[N:6][CH:7]=1. The catalyst class is: 4. (2) Reactant: [CH:1]([CH:4]1[NH:9][C:8](=[O:10])[C:7]([CH3:12])([CH3:11])[NH:6][CH2:5]1)([CH3:3])[CH3:2].[CH2:13](Br)[C:14]1[CH:19]=[CH:18][CH:17]=[CH:16][CH:15]=1.CCN(C(C)C)C(C)C. Product: [CH2:13]([N:6]1[CH2:5][CH:4]([CH:1]([CH3:3])[CH3:2])[NH:9][C:8](=[O:10])[C:7]1([CH3:12])[CH3:11])[C:14]1[CH:19]=[CH:18][CH:17]=[CH:16][CH:15]=1. The catalyst class is: 3. (3) Reactant: [P:1]([Cl:11])(Cl)([O:3][C:4]1[CH:9]=[CH:8][CH:7]=[CH:6][CH:5]=1)=[O:2].Cl.[CH:13]([O:16][C:17](=[O:21])[C@H:18]([CH3:20])[NH2:19])([CH3:15])[CH3:14].CCN(CC)CC. Product: [Cl:11][P:1]([NH:19][C@@H:18]([CH3:20])[C:17]([O:16][CH:13]([CH3:15])[CH3:14])=[O:21])([O:3][C:4]1[CH:5]=[CH:6][CH:7]=[CH:8][CH:9]=1)=[O:2]. The catalyst class is: 2. (4) Reactant: [CH:1]1([C:7]2[CH:12]=[CH:11][C:10]([CH:13]3[CH2:15][CH:14]3[C:16]([NH:18][NH2:19])=[O:17])=[CH:9][CH:8]=2)[CH2:6][CH2:5][CH2:4][CH2:3][CH2:2]1.[CH:20]1[C:29]2[CH:28]=[CH:27][CH:26]=[C:25]([CH:30]=O)[C:24]=2[CH:23]=[CH:22][N:21]=1.C(O)(=O)C. Product: [CH:1]1([C:7]2[CH:8]=[CH:9][C:10]([CH:13]3[CH2:15][CH:14]3[C:16]([NH:18]/[N:19]=[CH:30]/[C:25]3[CH:26]=[CH:27][CH:28]=[C:29]4[C:24]=3[CH:23]=[CH:22][N:21]=[CH:20]4)=[O:17])=[CH:11][CH:12]=2)[CH2:2][CH2:3][CH2:4][CH2:5][CH2:6]1. The catalyst class is: 8.